Dataset: Cav3 T-type calcium channel HTS with 100,875 compounds. Task: Binary Classification. Given a drug SMILES string, predict its activity (active/inactive) in a high-throughput screening assay against a specified biological target. (1) The result is 0 (inactive). The drug is S(CCC(NC(=O)NCCc1c(F)cccc1)C(OC)=O)C. (2) The compound is OC1C(C2C(C3C(C4(C(C5C(CC4)(CCC(C5C)C)C)=CC3)C)(CC2)C)(CC1)C)(C)C(O)=O. The result is 0 (inactive). (3) The drug is S(C(CC(=O)Nc1ccccc1)C)C(=O)C. The result is 0 (inactive).